From a dataset of Serine/threonine kinase 33 screen with 319,792 compounds. Binary Classification. Given a drug SMILES string, predict its activity (active/inactive) in a high-throughput screening assay against a specified biological target. (1) The drug is o1nc(c2nc(NC3CCCC3)nc(C(C)C)c2)cc1C(=O)NCc1ccccc1. The result is 0 (inactive). (2) The molecule is S(CC(=O)N1CC(CC(C1)C)C)c1oc(nn1)c1c(OC)cccc1. The result is 0 (inactive). (3) The drug is Brc1ccc(SCCNC(=O)CCNS(=O)(=O)c2ccccc2)cc1. The result is 0 (inactive). (4) The drug is S(=O)(=O)(NCC(=O)NCc1ccc(F)cc1)c1sccc1. The result is 0 (inactive). (5) The compound is S(=O)(=O)(NCCc1cc(OC)c(OC)cc1)c1c2nsnc2ccc1. The result is 0 (inactive). (6) The drug is O(CCOc1ccccc1)c1ccc(cc1)C(O)=O. The result is 0 (inactive). (7) The compound is S1Cc2c(nn(c2NC(=O)/C=C\c2cc3OCOc3cc2)c2ccc(cc2)C)C1. The result is 0 (inactive).